This data is from Forward reaction prediction with 1.9M reactions from USPTO patents (1976-2016). The task is: Predict the product of the given reaction. (1) Given the reactants [O:1]1[CH2:6][CH2:5][C:4](=[N:7][OH:8])[CH2:3][CH2:2]1.IC1C=CC=CC=1.[C:16]([O:19][C:20]1[CH:25]=[CH:24][CH:23]=[CH:22][C:21]=1[C:26]([O:28][CH2:29][CH2:30][CH2:31][C:32]([OH:34])=[O:33])=[O:27])(=[O:18])[CH3:17].[C:16]([O:19][C:20]1[CH:25]=[CH:24][CH:23]=[CH:22][C:21]=1[C:26]([O:28][CH2:29][CH2:30][CH2:31][C:32]([OH:34])=[O:33])=[O:27])(=[O:18])[CH3:17], predict the reaction product. The product is: [C:16]([O:19][C:20]1[CH:25]=[CH:24][CH:23]=[CH:22][C:21]=1[C:26]([O:28][CH2:29][CH2:30][CH2:31][C:32]([O:34][C:4]1([N:7]=[O:8])[CH2:5][CH2:6][O:1][CH2:2][CH2:3]1)=[O:33])=[O:27])(=[O:18])[CH3:17]. (2) Given the reactants [O:1]1[CH2:5][CH2:4][CH2:3][C@@H:2]1[C:6]([NH:8][C:9]1([C:15]([OH:17])=[O:16])[CH2:14][CH2:13][CH2:12][CH2:11][CH2:10]1)=O.C(OC(C1(NC([C@H]2CCCO2)=O)CCCCC1)=O)C1C=CC=CC=1, predict the reaction product. The product is: [O:1]1[CH2:5][CH2:4][CH2:3][C@@H:2]1[C:6]1[O:17][C:15](=[O:16])[C:9]2([CH2:10][CH2:11][CH2:12][CH2:13][CH2:14]2)[N:8]=1. (3) Given the reactants [C:1]1([C:7]2([C:13]3[CH:18]=[CH:17][CH:16]=[CH:15][CH:14]=3)[CH2:11][CH2:10][NH:9][C:8]2=[O:12])[CH:6]=[CH:5][CH:4]=[CH:3][CH:2]=1.[H-].[Na+].Br[CH2:22][C:23]1[S:27][C:26]([C:28]2[CH:33]=[CH:32][C:31]([C:34]([F:37])([F:36])[F:35])=[CH:30][CH:29]=2)=[N:25][C:24]=1[CH3:38], predict the reaction product. The product is: [CH3:38][C:24]1[N:25]=[C:26]([C:28]2[CH:29]=[CH:30][C:31]([C:34]([F:37])([F:36])[F:35])=[CH:32][CH:33]=2)[S:27][C:23]=1[CH2:22][N:9]1[CH2:10][CH2:11][C:7]([C:1]2[CH:6]=[CH:5][CH:4]=[CH:3][CH:2]=2)([C:13]2[CH:14]=[CH:15][CH:16]=[CH:17][CH:18]=2)[C:8]1=[O:12]. (4) Given the reactants Br[C:2]1[CH:7]=[C:6]([F:8])[CH:5]=[CH:4][C:3]=1[F:9].C([Mg]Cl)(C)C.[O:15]=[C:16]1[CH2:21][CH2:20][CH2:19][CH2:18][N:17]1[C:22]([O:24][C:25]([CH3:28])([CH3:27])[CH3:26])=[O:23], predict the reaction product. The product is: [F:9][C:3]1[CH:4]=[CH:5][C:6]([F:8])=[CH:7][C:2]=1[C:16]1([OH:15])[CH2:21][CH2:20][CH2:19][CH2:18][N:17]1[C:22]([O:24][C:25]([CH3:27])([CH3:26])[CH3:28])=[O:23]. (5) Given the reactants Br[C:2]1[C:10]2[O:9][C:8]([C:11]3[CH:16]=[CH:15][C:14]([O:17][CH3:18])=[CH:13][CH:12]=3)=[N:7][C:6]=2[CH:5]=[C:4]([O:19][CH3:20])[CH:3]=1.[Cu][C:22]#[N:23].C(N(CC(O)=O)CC(O)=O)CN(CC(O)=O)CC(O)=O, predict the reaction product. The product is: [CH3:20][O:19][C:4]1[CH:3]=[C:2]([C:22]#[N:23])[C:10]2[O:9][C:8]([C:11]3[CH:16]=[CH:15][C:14]([O:17][CH3:18])=[CH:13][CH:12]=3)=[N:7][C:6]=2[CH:5]=1. (6) Given the reactants C(OC(=O)[NH:7][C:8]1[CH:13]=[CH:12][C:11]([C:14]2[N:15]=[N:16][C:17]([O:20][C@@H:21]3[CH:26]4[CH2:27][CH2:28][N:23]([CH2:24][CH2:25]4)[CH2:22]3)=[CH:18][CH:19]=2)=[CH:10][C:9]=1[N+:29]([O-:31])=[O:30])(C)(C)C.Cl, predict the reaction product. The product is: [N:23]12[CH2:24][CH2:25][CH:26]([CH2:27][CH2:28]1)[C@@H:21]([O:20][C:17]1[N:16]=[N:15][C:14]([C:11]3[CH:12]=[CH:13][C:8]([NH2:7])=[C:9]([N+:29]([O-:31])=[O:30])[CH:10]=3)=[CH:19][CH:18]=1)[CH2:22]2. (7) Given the reactants [N:1]1[CH:6]=[CH:5][CH:4]=[CH:3][C:2]=1[CH2:7][O:8][C:9]1[CH:18]=[C:17]([C:19]2[CH:20]=[C:21]([O:25][CH:26]3[CH2:29][N:28](C(OC(C)(C)C)=O)[CH2:27]3)[CH:22]=[N:23][CH:24]=2)[C:16]2[CH2:15][CH2:14][CH2:13][CH2:12][C:11]=2[N:10]=1.Cl.C(=O)([O-])[O-].[K+].[K+], predict the reaction product. The product is: [NH:28]1[CH2:29][CH:26]([O:25][C:21]2[CH:20]=[C:19]([C:17]3[C:16]4[CH2:15][CH2:14][CH2:13][CH2:12][C:11]=4[N:10]=[C:9]([O:8][CH2:7][C:2]4[CH:3]=[CH:4][CH:5]=[CH:6][N:1]=4)[CH:18]=3)[CH:24]=[N:23][CH:22]=2)[CH2:27]1.